From a dataset of Full USPTO retrosynthesis dataset with 1.9M reactions from patents (1976-2016). Predict the reactants needed to synthesize the given product. (1) Given the product [Br:1][C:2]1[CH:7]=[CH:6][C:5]([C:8]2[N:13]=[C:12]3[CH:14]=[C:15]([Cl:31])[NH:16][C:11]3=[CH:10][C:9]=2[Cl:18])=[CH:4][CH:3]=1, predict the reactants needed to synthesize it. The reactants are: [Br:1][C:2]1[CH:7]=[CH:6][C:5]([C:8]2[N:13]=[C:12]3[CH2:14][C:15](=O)[NH:16][C:11]3=[CH:10][C:9]=2[Cl:18])=[CH:4][CH:3]=1.CN(C)C1C=CC=CC=1.O.P(Cl)(Cl)([Cl:31])=O. (2) Given the product [CH2:23]([N:30]([CH3:31])[C:2]1[C:3]([C:16]2[CH:21]=[CH:20][C:19]([F:22])=[CH:18][CH:17]=2)=[N:4][C:5]2[C:10]([N:11]=1)=[CH:9][C:8]([C:12]([O:14][CH3:15])=[O:13])=[CH:7][CH:6]=2)[C:24]1[CH:29]=[CH:28][CH:27]=[CH:26][CH:25]=1, predict the reactants needed to synthesize it. The reactants are: Cl[C:2]1[C:3]([C:16]2[CH:21]=[CH:20][C:19]([F:22])=[CH:18][CH:17]=2)=[N:4][C:5]2[C:10]([N:11]=1)=[CH:9][C:8]([C:12]([O:14][CH3:15])=[O:13])=[CH:7][CH:6]=2.[CH2:23]([NH:30][CH3:31])[C:24]1[CH:29]=[CH:28][CH:27]=[CH:26][CH:25]=1.CCN(C(C)C)C(C)C.